This data is from Choline transporter screen with 302,306 compounds. The task is: Binary Classification. Given a drug SMILES string, predict its activity (active/inactive) in a high-throughput screening assay against a specified biological target. (1) The compound is S(=O)(=O)(NCC(OC1CCOC1=O)=O)c1ccc(cc1)C. The result is 0 (inactive). (2) The compound is O=C(NC(C1CCCCC1)C)c1cc2nn(c(OCC)c2cc1)CCCC. The result is 1 (active). (3) The result is 0 (inactive). The compound is S(c1oc(nn1)C1NCCC1)Cc1ccccc1. (4) The compound is P(=O)(CCCCC(NC(=O)C)(C(OCC)=O)C(OCC)=O)(c1ccccc1)c1ccccc1. The result is 0 (inactive). (5) The molecule is S(c1n(nnn1)c1cc(ccc1)C(OC)=O)CC(=O)Nc1sc(nn1)CC. The result is 0 (inactive). (6) The drug is Clc1cc(NC(=O)CN2c3c(SCC2=O)nccc3)ccc1. The result is 0 (inactive). (7) The drug is S1\C(=c2\n(cccc2)C)C(=O)N(CC(O)=O)C1=S. The result is 0 (inactive). (8) The molecule is S=C(NC1CCCCC1)C(=O)Nc1c(OC)ccc(OC)c1. The result is 0 (inactive). (9) The molecule is Clc1cc2NC=3CC(CC(=O)C3Sc2cc1)(C)C. The result is 0 (inactive).